This data is from Forward reaction prediction with 1.9M reactions from USPTO patents (1976-2016). The task is: Predict the product of the given reaction. (1) Given the reactants CS(Cl)(=O)=O.[C:6]1([CH2:12][O:13][C:14]([C:16]2([NH:22][C:23]([C:25]3[CH:30]=[CH:29][C:28]([CH2:31]O)=[CH:27][CH:26]=3)=[O:24])[CH2:21][CH2:20][CH2:19][CH2:18][CH2:17]2)=[O:15])[CH:11]=[CH:10][CH:9]=[CH:8][CH:7]=1.C(N(CC)CC)C.[NH:40]1[CH2:45][CH2:44][O:43][CH2:42][CH2:41]1, predict the reaction product. The product is: [C:6]1([CH2:12][O:13][C:14]([C:16]2([NH:22][C:23]([C:25]3[CH:26]=[CH:27][C:28]([CH2:31][N:40]4[CH2:45][CH2:44][O:43][CH2:42][CH2:41]4)=[CH:29][CH:30]=3)=[O:24])[CH2:17][CH2:18][CH2:19][CH2:20][CH2:21]2)=[O:15])[CH:7]=[CH:8][CH:9]=[CH:10][CH:11]=1. (2) Given the reactants [C:1]([NH:4][C:5]([CH2:16][C:17]([C:19]1[CH:24]=[CH:23][C:22]([S:25][C:26]2[CH:31]=[CH:30][C:29]([C:32](=[O:35])[CH2:33]Cl)=[CH:28][CH:27]=2)=[CH:21][CH:20]=1)=[O:18])([C:11]([O:13][CH2:14][CH3:15])=[O:12])[C:6]([O:8][CH2:9][CH3:10])=[O:7])(=[O:3])[CH3:2].[C:36]([OH:39])(=[O:38])[CH3:37].CCN(CC)CC, predict the reaction product. The product is: [C:1]([NH:4][C:5]([CH2:16][C:17]([C:19]1[CH:24]=[CH:23][C:22]([S:25][C:26]2[CH:31]=[CH:30][C:29]([C:32](=[O:35])[CH2:33][O:39][C:36](=[O:38])[CH3:37])=[CH:28][CH:27]=2)=[CH:21][CH:20]=1)=[O:18])([C:11]([O:13][CH2:14][CH3:15])=[O:12])[C:6]([O:8][CH2:9][CH3:10])=[O:7])(=[O:3])[CH3:2]. (3) The product is: [NH2:13][C:14]1[CH:19]=[CH:18][CH:17]=[CH:16][C:15]=1[S:20][C:3]1[C:4]2=[N:5][CH:6]=[CH:7][CH:8]=[C:9]2[NH:1][C:2]=1[C:10]([NH2:12])=[O:11]. Given the reactants [NH:1]1[C:9]2[C:4](=[N:5][CH:6]=[CH:7][CH:8]=2)[CH:3]=[C:2]1[C:10]([NH2:12])=[O:11].[NH2:13][C:14]1[CH:19]=[CH:18][CH:17]=[CH:16][C:15]=1[S:20][S:20][C:15]1[CH:16]=[CH:17][CH:18]=[CH:19][C:14]=1[NH2:13], predict the reaction product. (4) Given the reactants I[C:2]1[CH:3]=[C:4]2[C:9](=[CH:10][CH:11]=1)[N:8]=[CH:7][N:6]=[C:5]2[NH:12][C:13]1[CH:18]=[CH:17][C:16]([N:19]2[CH2:24][CH2:23][O:22][CH2:21][CH2:20]2)=[CH:15][C:14]=1[CH3:25].[S:26]1[CH:30]=[CH:29][CH:28]=[C:27]1B(O)O.C(N(CC)CC)C, predict the reaction product. The product is: [NH3:6].[CH3:25][C:14]1[CH:15]=[C:16]([N:19]2[CH2:24][CH2:23][O:22][CH2:21][CH2:20]2)[CH:17]=[CH:18][C:13]=1[NH:12][C:5]1[C:4]2[C:9](=[CH:10][CH:11]=[C:2]([C:27]3[S:26][CH:30]=[CH:29][CH:28]=3)[CH:3]=2)[N:8]=[CH:7][N:6]=1. (5) Given the reactants Cl.Cl[CH2:3][C:4]1[C:5]([NH:17][CH2:18][CH2:19][NH:20][C:21](=[O:23])[CH3:22])=[N:6][C:7]2[C:12]([CH:13]=1)=[CH:11][C:10]([O:14][CH2:15][CH3:16])=[CH:9][CH:8]=2.[CH3:24][O:25][C:26]1[CH:27]=[C:28]2[C:33](=[CH:34][C:35]=1[O:36][CH3:37])[C:32]([CH2:38][CH2:39][CH3:40])=[N:31][C:30]([OH:41])=[CH:29]2.[Li+].[OH-], predict the reaction product. The product is: [CH2:15]([O:14][C:10]1[CH:11]=[C:12]2[C:7](=[CH:8][CH:9]=1)[N:6]=[C:5]([NH:17][CH2:18][CH2:19][NH:20][C:21](=[O:23])[CH3:22])[C:4]([CH2:3][C:29]1[C:28]3[C:33](=[CH:34][C:35]([O:36][CH3:37])=[C:26]([O:25][CH3:24])[CH:27]=3)[C:32]([CH2:38][CH2:39][CH3:40])=[N:31][C:30]=1[OH:41])=[CH:13]2)[CH3:16]. (6) Given the reactants [NH2:1][C:2]1[C:7]([OH:8])=[CH:6][CH:5]=[CH:4][N:3]=1.Cl[C:10]1[CH:15]=[C:14]([Cl:16])[N:13]=[N:12][C:11]=1[CH3:17].C([O-])([O-])=O.[Cs+].[Cs+], predict the reaction product. The product is: [Cl:16][C:14]1[N:13]=[N:12][C:11]([CH3:17])=[C:10]([O:8][C:7]2[C:2]([NH2:1])=[N:3][CH:4]=[CH:5][CH:6]=2)[CH:15]=1. (7) The product is: [Cl:1][C:2]1[CH:3]=[C:4]2[N:11]([CH2:12][O:13][CH2:14][CH2:15][Si:16]([CH3:19])([CH3:18])[CH3:17])[C:10]([O:20][C@H:21]3[C@H:25]4[O:26][CH2:27][C@@H:28]([OH:29])[C@H:24]4[O:23][CH2:22]3)=[N:9][C:5]2=[N:6][C:7]=1[C:30]1[CH2:34][CH2:33][CH2:32][CH:31]=1. Given the reactants [Cl:1][C:2]1[CH:3]=[C:4]2[N:11]([CH2:12][O:13][CH2:14][CH2:15][Si:16]([CH3:19])([CH3:18])[CH3:17])[C:10]([O:20][C@H:21]3[C@H:25]4[O:26][CH2:27][C@@H:28]([OH:29])[C@H:24]4[O:23][CH2:22]3)=[N:9][C:5]2=[N:6][C:7]=1I.[C:30]1(B(O)O)[CH2:34][CH2:33][CH2:32][CH:31]=1.[O-]P([O-])([O-])=O.[K+].[K+].[K+], predict the reaction product. (8) Given the reactants [Br:1][C:2]1[C:15]2[C:14](=[O:16])[C:13]3[C:8](=[CH:9][CH:10]=[CH:11][CH:12]=3)[C:7](=[O:17])[C:6]=2[CH:5]=[CH:4][CH:3]=1.[C:18]1([Li])[CH:23]=[CH:22][CH:21]=[CH:20][CH:19]=1, predict the reaction product. The product is: [Br:1][C:2]1[C:15]2[C:14]([C:18]3[CH:23]=[CH:22][CH:21]=[CH:20][CH:19]=3)([OH:16])[C:13]3[C:8](=[CH:9][CH:10]=[CH:11][CH:12]=3)[C:7]([C:2]3[CH:15]=[CH:6][CH:5]=[CH:4][CH:3]=3)([OH:17])[C:6]=2[CH:5]=[CH:4][CH:3]=1. (9) Given the reactants [C:1]1([CH:7]2[O:12][C:11]3[CH:13]=[CH:14][C:15]([O:17]C4C=CC([N+]([O-])=O)=CN=4)=[CH:16][C:10]=3[O:9][CH2:8]2)[CH:6]=[CH:5][CH:4]=[CH:3][CH:2]=1.C1(C2OC3C=CC(O)=CC=3OC2)C=CC=CC=1.Cl[C:45]1[C:50]([N+:51]([O-:53])=[O:52])=[CH:49][CH:48]=[CH:47][N:46]=1, predict the reaction product. The product is: [C:1]1([CH:7]2[O:12][C:11]3[CH:13]=[CH:14][C:15]([O:17][C:45]4[C:50]([N+:51]([O-:53])=[O:52])=[CH:49][CH:48]=[CH:47][N:46]=4)=[CH:16][C:10]=3[O:9][CH2:8]2)[CH:6]=[CH:5][CH:4]=[CH:3][CH:2]=1. (10) Given the reactants [CH3:1][C@:2]12[C@@:19]3([CH3:20])[C@@H:10]([C@:11]4([CH3:30])[C@@H:16]([CH2:17][CH2:18]3)[C:15]([CH3:22])([CH3:21])[C:14]([CH:23]=[C:24]3[CH2:27]C(C#N)[CH2:25]3)=[CH:13][CH2:12]4)[CH2:9][CH2:8][C@@H:7]1[C@H:6]1[C@H:31]([C:34]([CH3:36])=[CH2:35])[CH2:32][CH2:33][C@:5]1([NH:37][CH2:38][CH2:39][N:40]1[CH2:45][CH2:44][CH:43]([S:46]([CH3:49])(=[O:48])=[O:47])[CH2:42][CH2:41]1)[CH2:4][CH2:3]2.[OH-:50].[K+].[CH2:52]([OH:54])[CH3:53], predict the reaction product. The product is: [CH3:1][C@:2]12[C@@:19]3([CH3:20])[C@@H:10]([C@:11]4([CH3:30])[C@@H:16]([CH2:17][CH2:18]3)[C:15]([CH3:22])([CH3:21])[C:14]([CH:23]=[C:24]3[CH2:27][CH:53]([C:52]([OH:50])=[O:54])[CH2:25]3)=[CH:13][CH2:12]4)[CH2:9][CH2:8][C@@H:7]1[C@H:6]1[C@H:31]([C:34]([CH3:36])=[CH2:35])[CH2:32][CH2:33][C@:5]1([NH:37][CH2:38][CH2:39][N:40]1[CH2:45][CH2:44][CH:43]([S:46]([CH3:49])(=[O:48])=[O:47])[CH2:42][CH2:41]1)[CH2:4][CH2:3]2.